Dataset: Reaction yield outcomes from USPTO patents with 853,638 reactions. Task: Predict the reaction yield, written as a fraction of the theoretical maximum amount of product (1.0 means a 100% yield; for example, 0.34 means a 34% yield). (1) The reactants are [Br:1][C:2]1[CH:7]=[C:6]([CH2:8][OH:9])[C:5]([F:10])=[CH:4][C:3]=1[CH2:11][OH:12].[CH3:13][O:14][C:15]([CH3:17])=[CH2:16].[C:18](=[O:21])([O-])O.[Na+].O1C[CH2:26][CH2:25][CH2:24]1. The catalyst is C1(C)C=CC(S(O)(=O)=O)=CC=1. The product is [Br:1][C:2]1[CH:7]=[C:6]([CH2:8][O:9][C:15]([CH3:17])([O:14][CH3:13])[CH3:16])[C:5]([F:10])=[CH:4][C:3]=1[CH2:11][O:12][C:25]([O:21][CH3:18])([CH3:26])[CH3:24]. The yield is 0.970. (2) The reactants are [C:1]([O:5][C:6](=[O:19])[NH:7][C:8]1[S:9][C:10]([F:18])=[C:11]([CH2:13]N(OC)C)[N:12]=1)([CH3:4])([CH3:3])[CH3:2].Cl[O-].[Na+].S1C=C(C=[O:29])N=C1.[BH4-].[Na+].Cl. The catalyst is C1COCC1.O. The product is [C:1]([O:5][C:6](=[O:19])[NH:7][C:8]1[S:9][C:10]([F:18])=[C:11]([CH2:13][OH:29])[N:12]=1)([CH3:4])([CH3:3])[CH3:2]. The yield is 0.450. (3) The reactants are [NH:1]([CH2:5][CH2:6][OH:7])[CH2:2][CH2:3][OH:4].C(=O)([O-])[O-].[Na+].[Na+].CC(C)=O.[CH:18]1[CH:23]=[CH:22][C:21]([CH2:24][O:25][C:26](Cl)=[O:27])=[CH:20][CH:19]=1. The catalyst is O. The product is [OH:4][CH2:3][CH2:2][N:1]([CH2:5][CH2:6][OH:7])[C:26](=[O:27])[O:25][CH2:24][C:21]1[CH:22]=[CH:23][CH:18]=[CH:19][CH:20]=1. The yield is 0.760.